This data is from Reaction yield outcomes from USPTO patents with 853,638 reactions. The task is: Predict the reaction yield, written as a fraction of the theoretical maximum amount of product (1.0 means a 100% yield; for example, 0.34 means a 34% yield). (1) The catalyst is C1COCC1. The product is [N+:11]([C:6]1[CH:7]=[C:8]2[CH2:9][NH:14][CH2:2][CH2:3][N:4]2[N:5]=1)([O-:13])=[O:12]. The yield is 0.760. The reactants are Br[CH2:2][CH2:3][N:4]1[C:8]([CH2:9]Br)=[CH:7][C:6]([N+:11]([O-:13])=[O:12])=[N:5]1.[NH3:14]. (2) The reactants are [CH3:1][O:2][C:3]1[CH:4]=[C:5]2[C:10](=[CH:11][C:12]=1[O:13][CH3:14])[N:9]=[CH:8][N:7]=[C:6]2[O:15][C:16]1[CH:26]=[CH:25][C:19]([O:20][CH2:21][C:22]([OH:24])=O)=[CH:18][CH:17]=1.CCN=C=NCCCN(C)C.Cl.C1C=CC2N(O)N=NC=2C=1.[CH3:49][O:50][C:51]1[CH:52]=[C:53]([CH:56]=[CH:57][CH:58]=1)[CH2:54][NH2:55].C(=O)([O-])O.[Na+]. The catalyst is C(Cl)(Cl)Cl.O. The product is [CH3:49][O:50][C:51]1[CH:52]=[C:53]([CH:56]=[CH:57][CH:58]=1)[CH2:54][NH:55][C:22](=[O:24])[CH2:21][O:20][C:19]1[CH:18]=[CH:17][C:16]([O:15][C:6]2[C:5]3[C:10](=[CH:11][C:12]([O:13][CH3:14])=[C:3]([O:2][CH3:1])[CH:4]=3)[N:9]=[CH:8][N:7]=2)=[CH:26][CH:25]=1. The yield is 0.160. (3) The reactants are Cl[C:2]1[C:11]2[C:6](=[CH:7][C:8]([O:14][CH2:15][CH:16]3[CH2:21][CH2:20][N:19]([CH3:22])[CH2:18][CH2:17]3)=[C:9]([O:12][CH3:13])[CH:10]=2)[N:5]=[CH:4][N:3]=1.[Cl:23][C:24]1[CH:30]=[C:29]([F:31])[C:27]([NH2:28])=[C:26]([F:32])[CH:25]=1.[H-].[Na+]. The catalyst is CN(C=O)C. The product is [Cl:23][C:24]1[CH:30]=[C:29]([F:31])[C:27]([NH:28][C:2]2[C:11]3[C:6](=[CH:7][C:8]([O:14][CH2:15][CH:16]4[CH2:21][CH2:20][N:19]([CH3:22])[CH2:18][CH2:17]4)=[C:9]([O:12][CH3:13])[CH:10]=3)[N:5]=[CH:4][N:3]=2)=[C:26]([F:32])[CH:25]=1. The yield is 0.610. (4) The reactants are [CH3:1][C:2]1[CH:3]=[C:4]([CH2:13][C@@H:14]([CH2:19][C:20]([O:22][CH3:23])=[O:21])[C:15]([O:17][CH3:18])=[O:16])[C:5]([CH2:11]O)=[C:6]2[C:10]=1[NH:9][N:8]=[CH:7]2.S(Cl)([Cl:26])=O. The catalyst is ClCCl. The product is [CH3:1][C:2]1[CH:3]=[C:4]([CH2:13][C@@H:14]([CH2:19][C:20]([O:22][CH3:23])=[O:21])[C:15]([O:17][CH3:18])=[O:16])[C:5]([CH2:11][Cl:26])=[C:6]2[C:10]=1[NH:9][N:8]=[CH:7]2. The yield is 0.990. (5) The reactants are Br[C:2]1[S:6][C:5]([C:7]([N:9]([CH2:11][C:12]2[CH:17]=[CH:16][CH:15]=[C:14]([O:18][CH3:19])[CH:13]=2)[CH3:10])=[O:8])=[CH:4][CH:3]=1.[CH3:20][O:21][C:22]1[CH:27]=[CH:26][CH:25]=[CH:24][C:23]=1B(O)O. The catalyst is [Pd].C1(P(C2C=CC=CC=2)C2C=CC=CC=2)C=CC=CC=1.C1(P(C2C=CC=CC=2)C2C=CC=CC=2)C=CC=CC=1.C1(P(C2C=CC=CC=2)C2C=CC=CC=2)C=CC=CC=1.C1(P(C2C=CC=CC=2)C2C=CC=CC=2)C=CC=CC=1. The product is [CH3:19][O:18][C:14]1[CH:13]=[C:12]([CH:17]=[CH:16][CH:15]=1)[CH2:11][N:9]([CH3:10])[C:7]([C:5]1[S:6][C:2]([C:23]2[CH:24]=[CH:25][CH:26]=[CH:27][C:22]=2[O:21][CH3:20])=[CH:3][CH:4]=1)=[O:8]. The yield is 0.930. (6) The reactants are BrCCBr.Cl[Si](C)(C)C.I[CH:11]1[CH2:14][N:13]([C:15]([O:17][C:18]([CH3:21])([CH3:20])[CH3:19])=[O:16])[CH2:12]1.Br[C:23]1[S:24][CH:25]=[C:26]([Br:28])[N:27]=1. The catalyst is O1CCCC1.[Zn].C1C=CC([P]([Pd]([P](C2C=CC=CC=2)(C2C=CC=CC=2)C2C=CC=CC=2)([P](C2C=CC=CC=2)(C2C=CC=CC=2)C2C=CC=CC=2)[P](C2C=CC=CC=2)(C2C=CC=CC=2)C2C=CC=CC=2)(C2C=CC=CC=2)C2C=CC=CC=2)=CC=1.O. The product is [Br:28][C:26]1[N:27]=[C:23]([CH:11]2[CH2:14][N:13]([C:15]([O:17][C:18]([CH3:21])([CH3:20])[CH3:19])=[O:16])[CH2:12]2)[S:24][CH:25]=1. The yield is 0.0800.